This data is from Full USPTO retrosynthesis dataset with 1.9M reactions from patents (1976-2016). The task is: Predict the reactants needed to synthesize the given product. Given the product [F:38][C:39]1[CH:47]=[CH:46][CH:45]=[C:44]2[C:40]=1[CH2:41][CH:42]([CH3:48])[N:43]2[C:34](=[O:36])[CH2:33][C:21]1[N:20]([CH3:19])[C:25](=[O:26])[CH:24]=[C:23]([N:27]2[CH2:28][CH2:29][O:30][CH2:31][CH2:32]2)[N:22]=1, predict the reactants needed to synthesize it. The reactants are: Cl.CN(C)CCCN=C=NCC.N1C=CC=CC=1.[CH3:19][N:20]1[C:25](=[O:26])[CH:24]=[C:23]([N:27]2[CH2:32][CH2:31][O:30][CH2:29][CH2:28]2)[N:22]=[C:21]1[CH2:33][C:34]([O-:36])=O.[Na+].[F:38][C:39]1[CH:47]=[CH:46][CH:45]=[C:44]2[C:40]=1[CH2:41][CH:42]([CH3:48])[NH:43]2.